Dataset: Full USPTO retrosynthesis dataset with 1.9M reactions from patents (1976-2016). Task: Predict the reactants needed to synthesize the given product. (1) Given the product [C:34]([NH:1][C:2]1[CH:3]=[C:4]([CH:9]2[C:18]([CH3:19])([CH3:20])[CH2:17][C:16]3[C:11](=[CH:12][CH:13]=[C:14]([C:21]([O:23][CH3:24])=[O:22])[CH:15]=3)[NH:10]2)[CH:5]=[C:6]([Cl:8])[CH:7]=1)(=[O:41])[C:35]1[CH:40]=[CH:39][CH:38]=[CH:37][CH:36]=1, predict the reactants needed to synthesize it. The reactants are: [NH2:1][C:2]1[CH:3]=[C:4]([CH:9]2[C:18]([CH3:20])([CH3:19])[CH2:17][C:16]3[C:11](=[CH:12][CH:13]=[C:14]([C:21]([O:23][CH3:24])=[O:22])[CH:15]=3)[NH:10]2)[CH:5]=[C:6]([Cl:8])[CH:7]=1.C(N(CC)C(C)C)(C)C.[C:34](Cl)(=[O:41])[C:35]1[CH:40]=[CH:39][CH:38]=[CH:37][CH:36]=1. (2) The reactants are: C(OC1C(C)=CC(C2C(OC)=NC3C=CNC(=O)C=3C=2OC)=CC=1C)C1C=CC=CC=1.C([O:39][C:40]1[C:45]([CH3:46])=[CH:44][C:43]([C:47]2[CH:56]=[C:55]3[C:50]([C:51]([O:59][CH3:60])=[CH:52][C:53]([O:57][CH3:58])=[N:54]3)=[C:49]([NH2:61])[N:48]=2)=[CH:42][C:41]=1[CH3:62])C1C=CC=CC=1. Given the product [NH2:61][C:49]1[N:48]=[C:47]([C:43]2[CH:44]=[C:45]([CH3:46])[C:40]([OH:39])=[C:41]([CH3:62])[CH:42]=2)[CH:56]=[C:55]2[C:50]=1[C:51]([O:59][CH3:60])=[CH:52][C:53]([O:57][CH3:58])=[N:54]2, predict the reactants needed to synthesize it. (3) The reactants are: Br[C:2]1[CH:3]=[N:4][CH:5]=[C:6]([Br:8])[CH:7]=1.[NH:9]1[CH2:14][CH2:13][S:12](=[O:16])(=[O:15])[CH2:11][CH2:10]1.CC1(C)C2C(=C(P(C3C=CC=CC=3)C3C=CC=CC=3)C=CC=2)OC2C(P(C3C=CC=CC=3)C3C=CC=CC=3)=CC=CC1=2.CC(C)([O-])C.[Na+]. Given the product [Br:8][C:6]1[CH:7]=[C:2]([N:9]2[CH2:14][CH2:13][S:12](=[O:16])(=[O:15])[CH2:11][CH2:10]2)[CH:3]=[N:4][CH:5]=1, predict the reactants needed to synthesize it.